This data is from Catalyst prediction with 721,799 reactions and 888 catalyst types from USPTO. The task is: Predict which catalyst facilitates the given reaction. (1) Reactant: [F:1][C:2]1[CH:7]=[CH:6][CH:5]=[CH:4][C:3]=1[C:8]1[NH:17][C:16](=O)[C:15]2[C:10](=[CH:11][CH:12]=[CH:13][CH:14]=2)[N:9]=1.S(Cl)([Cl:21])=O.CN(C)C=O. Product: [Cl:21][C:16]1[C:15]2[C:10](=[CH:11][CH:12]=[CH:13][CH:14]=2)[N:9]=[C:8]([C:3]2[CH:4]=[CH:5][CH:6]=[CH:7][C:2]=2[F:1])[N:17]=1. The catalyst class is: 22. (2) Reactant: [Si:1]([O:8][C@H:9]1[CH2:18][C:17]([CH3:20])([CH3:19])[CH2:16][C:15]2[N:14]=[C:13]([CH:21]([CH3:23])[CH3:22])[C:12]([CH:24]=[O:25])=[C:11]([I:26])[C:10]1=2)([C:4]([CH3:7])([CH3:6])[CH3:5])([CH3:3])[CH3:2].[C:27]([O:31][C:32]1[CH:37]=[CH:36][C:35]([Mg]Br)=[CH:34][CH:33]=1)([CH3:30])([CH3:29])[CH3:28].FC1C=CC([Mg]Br)=CC=1. Product: [C:27]([O:31][C:32]1[CH:37]=[CH:36][C:35]([C@@H:24]([C:12]2[C:13]([CH:21]([CH3:22])[CH3:23])=[N:14][C:15]3[CH2:16][C:17]([CH3:19])([CH3:20])[CH2:18][C@H:9]([O:8][Si:1]([C:4]([CH3:5])([CH3:6])[CH3:7])([CH3:3])[CH3:2])[C:10]=3[C:11]=2[I:26])[OH:25])=[CH:34][CH:33]=1)([CH3:30])([CH3:28])[CH3:29]. The catalyst class is: 7. (3) Reactant: C(N1C=CN=C1)(N1C=CN=C1)=O.[CH2:13]([CH2:15][NH2:16])[OH:14].[C:17]([NH:24][C@@H:25]([C:27](O)=[O:28])[CH3:26])([O:19][C:20]([CH3:23])([CH3:22])[CH3:21])=[O:18]. Product: [C:20]([O:19][C:17](=[O:18])[NH:24][C@@H:25]([C:27](=[O:28])[NH:16][CH2:15][CH2:13][OH:14])[CH3:26])([CH3:21])([CH3:22])[CH3:23]. The catalyst class is: 1.